Dataset: Catalyst prediction with 721,799 reactions and 888 catalyst types from USPTO. Task: Predict which catalyst facilitates the given reaction. (1) Reactant: [CH2:1]([O:8][C:9]([NH:11][C:12]1[C:13]([C:24](O)=[O:25])=[N:14][C:15]2[C:20]([CH:21]=1)=[CH:19][CH:18]=[C:17]([CH:22]=[CH2:23])[CH:16]=2)=[O:10])[C:2]1[CH:7]=[CH:6][CH:5]=[CH:4][CH:3]=1.[NH2:27][C:28]1[CH:29]=[N:30][CH:31]=[CH:32][C:33]=1[N:34]1[CH2:39][CH2:38][CH2:37][C@H:36]([NH:40][C:41](=[O:47])[O:42][C:43]([CH3:46])([CH3:45])[CH3:44])[CH2:35]1.CN(C(ON1N=NC2C=CC=NC1=2)=[N+](C)C)C.F[P-](F)(F)(F)(F)F.CCN(C(C)C)C(C)C.[OH-].[Na+]. Product: [C:43]([O:42][C:41]([NH:40][C@H:36]1[CH2:37][CH2:38][CH2:39][N:34]([C:33]2[CH:32]=[CH:31][N:30]=[CH:29][C:28]=2[NH:27][C:24]([C:13]2[C:12]([NH:11][C:9](=[O:10])[O:8][CH2:1][C:2]3[CH:7]=[CH:6][CH:5]=[CH:4][CH:3]=3)=[CH:21][C:20]3[C:15](=[CH:16][C:17]([CH:22]=[CH2:23])=[CH:18][CH:19]=3)[N:14]=2)=[O:25])[CH2:35]1)=[O:47])([CH3:44])([CH3:46])[CH3:45]. The catalyst class is: 3. (2) Reactant: Cl.[F:2][C:3]([F:17])([F:16])[C:4]1[C:12]2[CH2:11][CH2:10][CH2:9][CH2:8][C:7]=2[N:6]([CH2:13][CH2:14][NH2:15])[N:5]=1.[CH3:18][N:19]1[CH2:24][CH2:23][C:22]2[C:25]([C:28](O)=[O:29])=[CH:26][S:27][C:21]=2[C:20]1=[O:31].CCN=C=NCCCN(C)C.C1C=CC2N(O)N=NC=2C=1.C(N(CC)CC)C. Product: [CH3:18][N:19]1[CH2:24][CH2:23][C:22]2[C:25]([C:28]([NH:15][CH2:14][CH2:13][N:6]3[C:7]4[CH2:8][CH2:9][CH2:10][CH2:11][C:12]=4[C:4]([C:3]([F:2])([F:16])[F:17])=[N:5]3)=[O:29])=[CH:26][S:27][C:21]=2[C:20]1=[O:31]. The catalyst class is: 136.